This data is from Forward reaction prediction with 1.9M reactions from USPTO patents (1976-2016). The task is: Predict the product of the given reaction. (1) Given the reactants Br[C:2]1[S:3][CH:4]=[CH:5][N:6]=1.[CH:7]([C:9]1[CH:14]=[CH:13][CH:12]=[CH:11][C:10]=1B(O)O)=[O:8].C([O-])(O)=O.[Na+], predict the reaction product. The product is: [S:3]1[CH:4]=[CH:5][N:6]=[C:2]1[C:10]1[CH:11]=[CH:12][CH:13]=[CH:14][C:9]=1[CH:7]=[O:8]. (2) Given the reactants [CH2:1]([O:3][CH2:4][CH:5]1[CH2:10][CH2:9][CH2:8][N:7](C(OC(C)(C)C)=O)[CH2:6]1)[CH3:2].[ClH:18], predict the reaction product. The product is: [ClH:18].[CH2:1]([O:3][CH2:4][CH:5]1[CH2:10][CH2:9][CH2:8][NH:7][CH2:6]1)[CH3:2].